From a dataset of CYP2D6 inhibition data for predicting drug metabolism from PubChem BioAssay. Regression/Classification. Given a drug SMILES string, predict its absorption, distribution, metabolism, or excretion properties. Task type varies by dataset: regression for continuous measurements (e.g., permeability, clearance, half-life) or binary classification for categorical outcomes (e.g., BBB penetration, CYP inhibition). Dataset: cyp2d6_veith. The compound is COC(=O)N1CCC2(CCN(Cc3cc(C(F)(F)F)cc(C(F)(F)F)c3)CC2)CC1. The result is 1 (inhibitor).